From a dataset of Forward reaction prediction with 1.9M reactions from USPTO patents (1976-2016). Predict the product of the given reaction. (1) Given the reactants [CH3:1][O:2][C:3]1[CH:4]=[CH:5][C:6]2[CH:10]=[CH:9][S:8][C:7]=2[CH:11]=1.C([Li])CCC.[B:17](OC(C)C)([O:22]C(C)C)[O:18]C(C)C.Cl, predict the reaction product. The product is: [CH3:1][O:2][C:3]1[CH:4]=[CH:5][C:6]2[CH:10]=[C:9]([B:17]([OH:22])[OH:18])[S:8][C:7]=2[CH:11]=1. (2) Given the reactants O=[C:2]([C:8]([O:10]CC)=O)[C:3]([O:5][CH2:6][CH3:7])=[O:4].[NH2:13][C:14]1[CH:19]=[C:18]([F:20])[C:17]([F:21])=[CH:16][C:15]=1[NH2:22], predict the reaction product. The product is: [F:20][C:18]1[CH:19]=[C:14]2[C:15](=[CH:16][C:17]=1[F:21])[N:22]=[C:2]([C:3]([O:5][CH2:6][CH3:7])=[O:4])[C:8]([OH:10])=[N:13]2. (3) Given the reactants [F:1][C:2]([F:31])([F:30])[C:3]1[CH:4]=[CH:5][C:6]2[C:7]([N:29]=1)=[N:8][N:9]1[C:14](=[O:15])[CH:13]=[C:12]([CH:16]3[CH2:21][CH2:20][N:19](C(OC(C)(C)C)=O)[CH2:18][CH2:17]3)[NH:11][C:10]=21.[ClH:32].[CH3:33]O, predict the reaction product. The product is: [ClH:32].[CH3:33][C:5]1[C:6]2[C:7](=[N:8][N:11]3[C:12]([CH:16]4[CH2:21][CH2:20][NH:19][CH2:18][CH2:17]4)=[CH:13][C:14](=[O:15])[NH:9][C:10]3=2)[N:29]=[C:3]([C:2]([F:1])([F:31])[F:30])[CH:4]=1. (4) The product is: [NH2:1][C:2]1[N:3]=[C:4]([C:19]2[CH:24]=[CH:23][CH:22]=[CH:21][CH:20]=2)[C:5]([C:9]2[CH:10]=[CH:11][C:12](=[O:18])[N:13]([CH:15]([CH3:17])[CH3:16])[CH:14]=2)=[N:6][C:7]=1[C:26]#[C:25][Si:27]([CH3:30])([CH3:29])[CH3:28]. Given the reactants [NH2:1][C:2]1[N:3]=[C:4]([C:19]2[CH:24]=[CH:23][CH:22]=[CH:21][CH:20]=2)[C:5]([C:9]2[CH:10]=[CH:11][C:12](=[O:18])[N:13]([CH:15]([CH3:17])[CH3:16])[CH:14]=2)=[N:6][C:7]=1Br.[C:25]([Si:27]([CH3:30])([CH3:29])[CH3:28])#[CH:26].C(Cl)Cl.CCN(CC)CC, predict the reaction product. (5) Given the reactants [CH:1]1([CH2:7][C:8]2[N:12]([C:13]3[CH:18]=[C:17]([C:19]([CH3:22])([CH3:21])[CH3:20])[N:16]=[C:15]([C:23]([CH3:26])([CH3:25])[CH3:24])[CH:14]=3)[N:11]=[C:10]([C:27]([O:29][CH2:30][CH3:31])=[O:28])[CH:9]=2)[CH2:6][CH2:5][CH2:4][CH2:3][CH2:2]1.C(Cl)[Cl:33], predict the reaction product. The product is: [Cl:33][C:9]1[C:10]([C:27]([O:29][CH2:30][CH3:31])=[O:28])=[N:11][N:12]([C:13]2[CH:14]=[C:15]([C:23]([CH3:24])([CH3:26])[CH3:25])[N:16]=[C:17]([C:19]([CH3:20])([CH3:21])[CH3:22])[CH:18]=2)[C:8]=1[CH2:7][CH:1]1[CH2:2][CH2:3][CH2:4][CH2:5][CH2:6]1.